From a dataset of Reaction yield outcomes from USPTO patents with 853,638 reactions. Predict the reaction yield, written as a fraction of the theoretical maximum amount of product (1.0 means a 100% yield; for example, 0.34 means a 34% yield). (1) The reactants are [NH2:1][C:2]1[CH:3]=[C:4]([C:8]2[C:12]([C:13]3[CH:18]=[CH:17][N:16]=[C:15]([NH:19][C:20]([CH3:23])([CH3:22])[CH3:21])[CH:14]=3)=[CH:11][N:10]([CH2:24][C:25]3[CH:30]=[CH:29][C:28]([O:31][CH3:32])=[CH:27][CH:26]=3)[N:9]=2)[CH:5]=[CH:6][CH:7]=1.[F:33][C:34]([F:45])([F:44])[C:35]1[CH:40]=[CH:39][C:38]([N:41]=[C:42]=[O:43])=[CH:37][CH:36]=1.[Na]. The catalyst is CN(C)C=O. The product is [C:20]([NH:19][C:15]1[CH:14]=[C:13]([C:12]2[C:8]([C:4]3[CH:3]=[C:2]([NH:1][C:42]([NH:41][C:38]4[CH:37]=[CH:36][C:35]([C:34]([F:33])([F:44])[F:45])=[CH:40][CH:39]=4)=[O:43])[CH:7]=[CH:6][CH:5]=3)=[N:9][N:10]([CH2:24][C:25]3[CH:26]=[CH:27][C:28]([O:31][CH3:32])=[CH:29][CH:30]=3)[CH:11]=2)[CH:18]=[CH:17][N:16]=1)([CH3:23])([CH3:22])[CH3:21]. The yield is 0.600. (2) The reactants are [Cl:1][C:2]1[CH:3]=[C:4]([C@@H:8]2[C@@H:13]([C:14]3[CH:19]=[CH:18][C:17]([Cl:20])=[CH:16][CH:15]=3)[NH:12][C:11](=[O:21])[CH2:10][CH2:9]2)[CH:5]=[CH:6][CH:7]=1.[H-].[Na+].Cl[CH2:25][C:26]1[CH:31]=[CH:30][C:29]([O:32][CH3:33])=[CH:28][C:27]=1[O:34][CH3:35]. The catalyst is CN(C=O)C.C1C=CC=CC=1. The product is [Cl:1][C:2]1[CH:3]=[C:4]([C@@H:8]2[C@@H:13]([C:14]3[CH:15]=[CH:16][C:17]([Cl:20])=[CH:18][CH:19]=3)[N:12]([CH2:25][C:26]3[CH:31]=[CH:30][C:29]([O:32][CH3:33])=[CH:28][C:27]=3[O:34][CH3:35])[C:11](=[O:21])[CH2:10][CH2:9]2)[CH:5]=[CH:6][CH:7]=1. The yield is 0.900. (3) The reactants are [ClH:1].[NH2:2][CH2:3][CH:4]1[CH2:13][CH2:12][CH2:11][C:10]2[CH:9]=[C:8]([N:14]3[C:19](=[O:20])[CH:18]=[N:17][C:16]4[CH:21]=[CH:22][C:23]([O:25][CH3:26])=[N:24][C:15]3=4)[CH:7]=[CH:6][C:5]1=2.C(N(CC)CC)C.[N:34]1[C:39]2[O:40][CH2:41][CH2:42][O:43][C:38]=2[CH:37]=[C:36]([CH:44]=O)[N:35]=1.C(O[BH-](OC(=O)C)OC(=O)C)(=O)C.[Na+]. The catalyst is C(Cl)(Cl)Cl.CO. The product is [ClH:1].[N:34]1[C:39]2[O:40][CH2:41][CH2:42][O:43][C:38]=2[CH:37]=[C:36]([CH2:44][NH:2][CH2:3][CH:4]2[CH2:13][CH2:12][CH2:11][C:10]3[CH:9]=[C:8]([N:14]4[C:19](=[O:20])[CH:18]=[N:17][C:16]5[CH:21]=[CH:22][C:23]([O:25][CH3:26])=[N:24][C:15]4=5)[CH:7]=[CH:6][C:5]2=3)[N:35]=1. The yield is 0.590. (4) The reactants are [NH2:1][C:2]1[C:7]2[C:8]([C:11]3[CH:16]=[CH:15][C:14]([NH:17]C(=O)OC(C)(C)C)=[C:13]([O:25][CH3:26])[CH:12]=3)=[CH:9][O:10][C:6]=2[C:5]([I:27])=[CH:4][N:3]=1.FC(F)(F)C(O)=O. The catalyst is ClCCl. The product is [NH2:17][C:14]1[CH:15]=[CH:16][C:11]([C:8]2[C:7]3[C:2]([NH2:1])=[N:3][CH:4]=[C:5]([I:27])[C:6]=3[O:10][CH:9]=2)=[CH:12][C:13]=1[O:25][CH3:26]. The yield is 0.800. (5) The reactants are [C:1]([C:3]1[CH:8]=[CH:7][C:6]([C:9]2[C:10](/[CH:14]=[CH:15]/[C:16]([O:18][CH2:19][CH3:20])=[O:17])=[CH:11][S:12][CH:13]=2)=[C:5]([CH3:21])[CH:4]=1)#[N:2]. The catalyst is CCO.[Pd]. The product is [C:1]([C:3]1[CH:8]=[CH:7][C:6]([C:9]2[C:10]([CH2:14][CH2:15][C:16]([O:18][CH2:19][CH3:20])=[O:17])=[CH:11][S:12][CH:13]=2)=[C:5]([CH3:21])[CH:4]=1)#[N:2]. The yield is 0.900. (6) The reactants are [H-].[Al+3].[Li+].[H-].[H-].[H-].[CH:7]1([CH2:10][N:11]2[C:15]3[CH:16]=[CH:17][C:18]([S:20]([C:23]([CH3:29])([CH3:28])[C:24](OC)=[O:25])(=[O:22])=[O:21])=[CH:19][C:14]=3[N:13]=[C:12]2[CH2:30][C:31]([CH3:34])([CH3:33])[CH3:32])[CH2:9][CH2:8]1.[F-].[K+].O.O.O.O.O.O.O.O.O.O.S([O-])([O-])(=O)=O.[Na+].[Na+]. The catalyst is O1CCCC1. The product is [CH:7]1([CH2:10][N:11]2[C:15]3[CH:16]=[CH:17][C:18]([S:20]([C:23]([CH3:28])([CH3:29])[CH2:24][OH:25])(=[O:22])=[O:21])=[CH:19][C:14]=3[N:13]=[C:12]2[CH2:30][C:31]([CH3:34])([CH3:33])[CH3:32])[CH2:8][CH2:9]1. The yield is 0.920.